This data is from Full USPTO retrosynthesis dataset with 1.9M reactions from patents (1976-2016). The task is: Predict the reactants needed to synthesize the given product. (1) Given the product [C:9]([Si:6]([CH3:8])([CH3:7])[O:23][CH:21]([C:18]1[CH:19]=[CH:20][C:15]([CH3:14])=[C:16]([N+:24]([O-:26])=[O:25])[CH:17]=1)[CH3:22])([CH3:12])([CH3:11])[CH3:10], predict the reactants needed to synthesize it. The reactants are: N1C=CN=C1.[Si:6](Cl)([C:9]([CH3:12])([CH3:11])[CH3:10])([CH3:8])[CH3:7].[CH3:14][C:15]1[CH:20]=[CH:19][C:18]([CH:21]([OH:23])[CH3:22])=[CH:17][C:16]=1[N+:24]([O-:26])=[O:25]. (2) Given the product [F:19][C:2]([F:18])([F:1])[C:3]([N:5]1[CH2:11][C@@H:10]([CH3:12])[C:9]2[C:13]([Cl:20])=[C:14]([Cl:17])[CH:15]=[CH:16][C:8]=2[CH2:7][CH2:6]1)=[O:4], predict the reactants needed to synthesize it. The reactants are: [F:1][C:2]([F:19])([F:18])[C:3]([N:5]1[CH2:11][C@@H:10]([CH3:12])[C:9]2[CH:13]=[C:14]([Cl:17])[CH:15]=[CH:16][C:8]=2[CH2:7][CH2:6]1)=[O:4].[Cl:20]N1C(=O)CCC1=O.FC(F)(F)S(O)(=O)=O.